This data is from Full USPTO retrosynthesis dataset with 1.9M reactions from patents (1976-2016). The task is: Predict the reactants needed to synthesize the given product. (1) Given the product [CH2:11]([O:10][C:9](=[O:18])[NH:8][C:5]1([CH2:4][NH:1][C:43]([O:42][C:39]([CH3:41])([CH3:40])[CH3:38])=[O:44])[CH2:7][CH2:6]1)[C:12]1[CH:17]=[CH:16][CH:15]=[CH:14][CH:13]=1, predict the reactants needed to synthesize it. The reactants are: [N:1]([CH2:4][C:5]1([NH:8][C:9](=[O:18])[O:10][CH2:11][C:12]2[CH:17]=[CH:16][CH:15]=[CH:14][CH:13]=2)[CH2:7][CH2:6]1)=[N+]=[N-].C1C=CC(P(C2C=CC=CC=2)C2C=CC=CC=2)=CC=1.[CH3:38][C:39]([O:42][C:43](O[C:43]([O:42][C:39]([CH3:41])([CH3:40])[CH3:38])=[O:44])=[O:44])([CH3:41])[CH3:40].CCN(CC)CC. (2) Given the product [C:4]([OH:5])(=[O:3])[CH3:6].[CH2:1]([O:3][C:4]([C:6]1[CH:7]=[N:8][NH:9][C:10]=1[N:11]1[C:15](=[O:16])[NH:14][C:13]([CH:17]([NH:18][C:19]2[CH:20]=[CH:21][C:22]([C:25](=[NH:26])[NH2:29])=[CH:23][CH:24]=2)[C:31]2[CH:36]=[C:35]([O:37][CH3:38])[C:34]([O:39][CH3:40])=[CH:33][C:32]=2[F:41])=[N:12]1)=[O:5])[CH3:2], predict the reactants needed to synthesize it. The reactants are: [CH2:1]([O:3][C:4]([C:6]1[CH:7]=[N:8][NH:9][C:10]=1[N:11]1[C:15](=[O:16])[NH:14][C:13]([CH:17]([C:31]2[CH:36]=[C:35]([O:37][CH3:38])[C:34]([O:39][CH3:40])=[CH:33][C:32]=2[F:41])[NH:18][C:19]2[CH:24]=[CH:23][C:22]([C:25]3[N:29]=C(C)O[N:26]=3)=[CH:21][CH:20]=2)=[N:12]1)=[O:5])[CH3:2].O.C(O)(=O)C. (3) Given the product [Br:1][C:2]1[CH:7]=[N:6][CH:5]=[C:4]2[S:8][C:9]([C:11]3[N:15]=[N:16][NH:17][N:12]=3)=[CH:10][C:3]=12, predict the reactants needed to synthesize it. The reactants are: [Br:1][C:2]1[CH:7]=[N:6][CH:5]=[C:4]2[S:8][C:9]([C:11]#[N:12])=[CH:10][C:3]=12.[Cl-].[NH4+].[N-:15]=[N+:16]=[N-:17].[Na+].C(#N)C. (4) Given the product [Br:1][C:2]1[C:3]([N:10]([CH3:12])[NH:11][C:23](=[O:24])[C:22]2[CH:26]=[C:27]([O:30][CH3:31])[CH:28]=[CH:29][C:21]=2[Cl:20])=[N:4][C:5]([S:8][CH3:9])=[N:6][CH:7]=1, predict the reactants needed to synthesize it. The reactants are: [Br:1][C:2]1[C:3]([N:10]([CH3:12])[NH2:11])=[N:4][C:5]([S:8][CH3:9])=[N:6][CH:7]=1.C(N(CC)CC)C.[Cl:20][C:21]1[CH:29]=[CH:28][C:27]([O:30][CH3:31])=[CH:26][C:22]=1[C:23](Cl)=[O:24]. (5) Given the product [CH2:18]([S:25]([NH:1][C:2]1[C:3](=[O:17])[N:4]([CH2:9][C:10]([O:12][C:13]([CH3:16])([CH3:15])[CH3:14])=[O:11])[C:5]([CH3:8])=[CH:6][CH:7]=1)(=[O:27])=[O:26])[C:19]1[CH:24]=[CH:23][CH:22]=[CH:21][CH:20]=1, predict the reactants needed to synthesize it. The reactants are: [NH2:1][C:2]1[C:3](=[O:17])[N:4]([CH2:9][C:10]([O:12][C:13]([CH3:16])([CH3:15])[CH3:14])=[O:11])[C:5]([CH3:8])=[CH:6][CH:7]=1.[CH2:18]([S:25](Cl)(=[O:27])=[O:26])[C:19]1[CH:24]=[CH:23][CH:22]=[CH:21][CH:20]=1. (6) The reactants are: [Si:1]([O-])([O-])([O-])[O-:2].[Na+].[Na+].[Na+].[Na+].S(=O)(=O)(O)[OH:11].[O:15](Cl)Cl.[Zr:18].[OH-:19].[Na+].[O:21]=[Al-:22]=O.[Na+]. Given the product [OH-:2].[Si+4:1].[OH-:11].[OH-:15].[OH-:21].[OH-:19].[Zr+4:18].[OH-:2].[OH-:2].[OH-:2].[OH-:2].[Al+3:22].[OH-:2].[OH-:2], predict the reactants needed to synthesize it. (7) Given the product [CH3:10][O:9][C@H:7]1[O:8][C@H:3]([CH2:2][OH:34])[C@@H:4]([OH:33])[C@H:5]([OH:32])[C@H:6]1[OH:45], predict the reactants needed to synthesize it. The reactants are: C[C@@H:2]([OH:34])[C@H:3]1[O:8][C@H:7]([O:9][C@H:10]2[C@H](O)[C@@H](O[C@H]3OC[C@@](O)(C)[C@H](NC)[C@H]3O)[C@H](N)C[C@@H]2N)[C@H:6](N)[C@@H:5]([OH:32])[C@@H:4]1[OH:33].[Cl-].[Na+].[Cl-].[K+].[Cl-].[Ca+2].[Cl-].[Cl-].[Mg+2].[Cl-].[OH:45]CCN1CCN(CCS(O)(=O)=O)CC1.C(O)C(N)(CO)CO.ClCl. (8) Given the product [F:41][CH:40]([F:42])[CH2:39][O:18][C:15]1[C:14]([C:19]([O:21][CH3:22])=[O:20])=[C:12]2[CH2:13][CH:9]([C:6]3[CH:5]=[CH:4][C:3]([O:2][CH3:1])=[CH:8][CH:7]=3)[O:10][C:11]2=[CH:17][CH:16]=1, predict the reactants needed to synthesize it. The reactants are: [CH3:1][O:2][C:3]1[CH:8]=[CH:7][C:6]([CH:9]2[CH2:13][C:12]3=[C:14]([C:19]([O:21][CH3:22])=[O:20])[C:15]([OH:18])=[CH:16][CH:17]=[C:11]3[O:10]2)=[CH:5][CH:4]=1.C(#N)C.C(NC(C)C)(C)C.FC(F)(F)S(O[CH2:39][CH:40]([F:42])[F:41])(=O)=O.